This data is from Forward reaction prediction with 1.9M reactions from USPTO patents (1976-2016). The task is: Predict the product of the given reaction. Given the reactants ClC1C=CC=CC=1C[O:5][CH2:6][CH2:7][N:8]([C@H:25]1[CH2:30][CH2:29][C@H:28]([CH3:31])[CH2:27][CH2:26]1)[C:9](=[O:24])NC1SC(SCC(C)(C)C(O)=O)=CN=1.Br[CH2:37][C:38]1[CH:43]=[CH:42][C:41]([F:44])=[CH:40][C:39]=1[F:45].C([O:48][C:49](=[O:60])[C:50]([S:53][C:54]1[S:58][C:57]([NH2:59])=[N:56][CH:55]=1)([CH3:52])[CH3:51])C, predict the reaction product. The product is: [F:45][C:39]1[CH:40]=[C:41]([F:44])[CH:42]=[CH:43][C:38]=1[CH2:37][O:5][CH2:6][CH2:7][N:8]([C@H:25]1[CH2:26][CH2:27][C@H:28]([CH3:31])[CH2:29][CH2:30]1)[C:9](=[O:24])[NH:59][C:57]1[S:58][C:54]([S:53][C:50]([CH3:51])([CH3:52])[C:49]([OH:48])=[O:60])=[CH:55][N:56]=1.